This data is from Full USPTO retrosynthesis dataset with 1.9M reactions from patents (1976-2016). The task is: Predict the reactants needed to synthesize the given product. (1) Given the product [Cl:2][C:3]1[C:8]([CH2:9][NH:10][C:33]([NH:32][C:28]2[CH:29]=[CH:30][CH:31]=[C:26]([Cl:25])[C:27]=2[Cl:35])=[S:34])=[CH:7][CH:6]=[CH:5][N:4]=1, predict the reactants needed to synthesize it. The reactants are: Cl.[Cl:2][C:3]1[C:8]([CH2:9][NH2:10])=[CH:7][CH:6]=[CH:5][N:4]=1.O1CCCC1.C(N(C(C)C)CC)(C)C.[Cl:25][C:26]1[C:27]([Cl:35])=[C:28]([N:32]=[C:33]=[S:34])[CH:29]=[CH:30][CH:31]=1. (2) Given the product [O:50]=[S:46]1(=[O:49])[CH2:45][CH2:44][N:43]([CH2:42][CH2:41][NH:40][C@:7]23[CH2:6][CH2:5][C@@H:4]([C:1](=[N:52][OH:53])[CH3:2])[C@@H:8]2[C@@H:9]2[C@@:22]([CH3:25])([CH2:23][CH2:24]3)[C@@:21]3([CH3:26])[C@@H:12]([C@:13]4([CH3:39])[C@@H:18]([CH2:19][CH2:20]3)[C:17]([CH3:28])([CH3:27])[C:16]([C:29]3[CH:30]=[CH:31][C:32]([C:33]([O:35][CH3:36])=[O:34])=[CH:37][CH:38]=3)=[CH:15][CH2:14]4)[CH2:11][CH2:10]2)[CH2:48][CH2:47]1, predict the reactants needed to synthesize it. The reactants are: [C:1]([C@H:4]1[C@@H:8]2[C@@H:9]3[C@@:22]([CH3:25])([CH2:23][CH2:24][C@@:7]2([NH:40][CH2:41][CH2:42][N:43]2[CH2:48][CH2:47][S:46](=[O:50])(=[O:49])[CH2:45][CH2:44]2)[CH2:6][CH2:5]1)[C@@:21]1([CH3:26])[C@@H:12]([C@:13]2([CH3:39])[C@@H:18]([CH2:19][CH2:20]1)[C:17]([CH3:28])([CH3:27])[C:16]([C:29]1[CH:38]=[CH:37][C:32]([C:33]([O:35][CH3:36])=[O:34])=[CH:31][CH:30]=1)=[CH:15][CH2:14]2)[CH2:11][CH2:10]3)(=O)[CH3:2].Cl.[NH2:52][OH:53].C([O-])(=O)C.[Na+].CO. (3) Given the product [F:11][C:5]1[CH:4]=[CH:3][C:2]([C:16]2[CH:17]=[CH:18][C:13]([F:12])=[CH:14][CH:15]=2)=[CH:10][C:6]=1[C:7]([OH:9])=[O:8], predict the reactants needed to synthesize it. The reactants are: Br[C:2]1[CH:3]=[CH:4][C:5]([F:11])=[C:6]([CH:10]=1)[C:7]([OH:9])=[O:8].[F:12][C:13]1[CH:18]=[CH:17][C:16](B(O)O)=[CH:15][CH:14]=1. (4) Given the product [C:35]([OH:43])(=[O:42])[C@H:36]([CH2:38][C:39]([OH:41])=[O:40])[OH:37].[CH2:30]([N:3]([CH2:1][CH3:2])[CH2:4][CH2:5][NH:6][C:7]([C:9]1[C:17]2[CH2:16][CH2:15][CH2:14]/[C:13](=[C:18]3/[C:19](=[O:28])[NH:20][C:21]4[C:26]/3=[CH:25][C:24]([F:27])=[CH:23][CH:22]=4)/[C:12]=2[NH:11][C:10]=1[CH3:29])=[O:8])[CH3:31], predict the reactants needed to synthesize it. The reactants are: [CH2:1]([N:3]([CH2:30][CH3:31])[CH2:4][CH2:5][NH:6][C:7]([C:9]1[C:17]2[CH2:16][CH2:15][CH2:14]/[C:13](=[C:18]3/[C:19](=[O:28])[NH:20][C:21]4[C:26]/3=[CH:25][C:24]([F:27])=[CH:23][CH:22]=4)/[C:12]=2[NH:11][C:10]=1[CH3:29])=[O:8])[CH3:2].C(#N)C.[C:35]([OH:43])(=[O:42])[C@H:36]([CH2:38][C:39]([OH:41])=[O:40])[OH:37]. (5) Given the product [F:16][C:17]([F:30])([F:29])[S:18]([O:8][CH2:7][C:6]([F:15])([F:5])[CH:9]([F:14])[C:10]([F:13])([F:11])[F:12])(=[O:20])=[O:19], predict the reactants needed to synthesize it. The reactants are: C(Cl)(Cl)Cl.[F:5][C:6]([F:15])([CH:9]([F:14])[C:10]([F:13])([F:12])[F:11])[CH2:7][OH:8].[F:16][C:17]([F:30])([F:29])[S:18](O[S:18]([C:17]([F:30])([F:29])[F:16])(=[O:20])=[O:19])(=[O:20])=[O:19].Cl.